Predict which catalyst facilitates the given reaction. From a dataset of Catalyst prediction with 721,799 reactions and 888 catalyst types from USPTO. (1) Reactant: C1(O)C=CC=CC=1.[PH:8](=[O:25])([O:17][CH2:18][C:19]1[CH:24]=[CH:23][CH:22]=[CH:21][CH:20]=1)[O:9][CH2:10][C:11]1[CH:16]=[CH:15][CH:14]=[CH:13][CH:12]=1.OS(C(F)(F)F)(=O)=O.C(=O)([O-])[O-].[Cs+].[Cs+]. Product: [CH2:18]([O:17][PH:8](=[O:25])[O:9][CH2:10][C:11]1[CH:12]=[CH:13][CH:14]=[CH:15][CH:16]=1)[C:19]1[CH:20]=[CH:21][CH:22]=[CH:23][CH:24]=1. The catalyst class is: 1. (2) Product: [CH3:14][CH:13]([CH3:15])[CH2:12][NH:11][C:6]1[CH:5]=[C:4]([CH3:16])[N:3]2[N:17]=[N:18][N:19]=[C:2]2[C:7]=1[N+:8]([O-:10])=[O:9]. The catalyst class is: 6. Reactant: Cl[C:2]1[C:7]([N+:8]([O-:10])=[O:9])=[C:6]([NH:11][CH2:12][CH:13]([CH3:15])[CH3:14])[CH:5]=[C:4]([CH3:16])[N:3]=1.[N-:17]=[N+:18]=[N-:19].[Na+].CN(C)C=O. (3) Reactant: [Br:1][C:2]1[C:3]2[N:4]([C:12]([C:15]([O:17]CC)=[O:16])=[CH:13][N:14]=2)[CH:5]=[C:6]([C:8]([F:11])([F:10])[F:9])[CH:7]=1.C1COCC1.[OH-].[Na+].Cl. Product: [Br:1][C:2]1[C:3]2[N:4]([C:12]([C:15]([OH:17])=[O:16])=[CH:13][N:14]=2)[CH:5]=[C:6]([C:8]([F:11])([F:9])[F:10])[CH:7]=1. The catalyst class is: 8. (4) Reactant: [CH3:1][CH2:2][CH2:3][CH2:4][CH2:5][C:6]1[CH:7]=[C:8]([OH:23])[C:9]([C@H:13]2[C@H:18]([C:19]([CH3:21])=[CH2:20])[CH2:17][CH2:16][C:15]([CH3:22])=[CH:14]2)=[C:10]([OH:12])[CH:11]=1. Product: [CH3:1][CH2:2][CH2:3][CH2:4][CH2:5][C:6]1[CH:11]=[C:10]([OH:12])[C:9]2[C@@H:13]3[CH:14]=[C:15]([CH3:22])[CH2:16][CH2:17][C@H:18]3[C:19]([CH3:21])([CH3:20])[O:23][C:8]=2[CH:7]=1. The catalyst class is: 4. (5) Reactant: [Cl:1][C:2]1[C:7]([C:8]([O:10]CC2C=CC=CC=2)=[O:9])=[C:6]([F:18])[C:5]([N:19](S(CCCOC2C=CC(OC)=CC=2)(=O)=O)[S:20]([CH2:23][CH2:24][CH2:25][O:26][C:27]2[CH:32]=[CH:31][C:30]([O:33][CH3:34])=[CH:29][CH:28]=2)(=[O:22])=[O:21])=[CH:4][CH:3]=1.[OH-].[K+]. Product: [Cl:1][C:2]1[C:7]([C:8]([OH:10])=[O:9])=[C:6]([F:18])[C:5]([NH:19][S:20]([CH2:23][CH2:24][CH2:25][O:26][C:27]2[CH:28]=[CH:29][C:30]([O:33][CH3:34])=[CH:31][CH:32]=2)(=[O:22])=[O:21])=[CH:4][CH:3]=1. The catalyst class is: 5. (6) Reactant: N[C:2]1[N:7]=[C:6]([O:8][CH2:9][C:10]2[CH:15]=[CH:14][N:13]=[C:12]([C:16]([NH:18][CH3:19])=[O:17])[CH:11]=2)[C:5]([C:20]#[N:21])=[C:4]([C:22]2[CH:27]=[CH:26][C:25]([F:28])=[CH:24][CH:23]=2)[C:3]=1[C:29]#[N:30].[ClH:31].N([O-])=O.[Na+]. Product: [Cl:31][C:2]1[N:7]=[C:6]([O:8][CH2:9][C:10]2[CH:15]=[CH:14][N:13]=[C:12]([C:16]([NH:18][CH3:19])=[O:17])[CH:11]=2)[C:5]([C:20]#[N:21])=[C:4]([C:22]2[CH:27]=[CH:26][C:25]([F:28])=[CH:24][CH:23]=2)[C:3]=1[C:29]#[N:30]. The catalyst class is: 6. (7) Reactant: C([NH:8][C@H:9]1[CH2:14][CH2:13][N:12]([C:15]([O:17][C:18]([CH3:21])([CH3:20])[CH3:19])=[O:16])[CH2:11][C@@H:10]1[F:22])C1C=CC=CC=1. Product: [NH2:8][C@H:9]1[CH2:14][CH2:13][N:12]([C:15]([O:17][C:18]([CH3:20])([CH3:19])[CH3:21])=[O:16])[CH2:11][C@@H:10]1[F:22]. The catalyst class is: 50. (8) Reactant: [NH2:1][CH2:2][CH2:3][N:4]1[C:12]2[C:7](=[CH:8][CH:9]=[C:10]([S:13][CH3:14])[CH:11]=2)[CH:6]=[C:5]1[C:15](=O)[CH:16]([CH3:18])[CH3:17].CCN(CC)CC.[BH4-].[Na+]. Product: [CH:16]([CH:15]1[C:5]2=[CH:6][C:7]3[CH:8]=[CH:9][C:10]([S:13][CH3:14])=[CH:11][C:12]=3[N:4]2[CH2:3][CH2:2][NH:1]1)([CH3:18])[CH3:17]. The catalyst class is: 5. (9) Reactant: [CH2:1]([O:8][CH2:9][CH2:10][CH2:11][C:12]([OH:14])=O)[C:2]1[CH:7]=[CH:6][CH:5]=[CH:4][CH:3]=1.[C:15]([O:19][C:20]([CH3:23])([CH3:22])[CH3:21])(=[O:18])[NH:16][NH2:17].C(Cl)CCl. Product: [CH2:1]([O:8][CH2:9][CH2:10][CH2:11][C:12]([NH:17][NH:16][C:15]([O:19][C:20]([CH3:23])([CH3:22])[CH3:21])=[O:18])=[O:14])[C:2]1[CH:3]=[CH:4][CH:5]=[CH:6][CH:7]=1. The catalyst class is: 2. (10) Reactant: [Cl:1][C:2]1[CH:3]=[CH:4][CH:5]=[C:6]2[C:10]=1[N:9]([CH2:11][CH:12]1[CH2:17][CH2:16][O:15][CH2:14][CH2:13]1)[CH:8]=[C:7]2[C:18]#[N:19].C([N:23](C(C)C)CC)(C)C.Cl.NO. Product: [Cl:1][C:2]1[CH:3]=[CH:4][CH:5]=[C:6]2[C:10]=1[N:9]([CH2:11][CH:12]1[CH2:17][CH2:16][O:15][CH2:14][CH2:13]1)[CH:8]=[C:7]2[C:18]([NH2:23])=[NH:19]. The catalyst class is: 8.